From a dataset of Forward reaction prediction with 1.9M reactions from USPTO patents (1976-2016). Predict the product of the given reaction. (1) Given the reactants CCOC(/N=N/C(OCC)=O)=O.[C:13]1(P([C:13]2[CH:18]=[CH:17][CH:16]=[CH:15][CH:14]=2)[C:13]2[CH:18]=[CH:17][CH:16]=[CH:15][CH:14]=2)[CH:18]=[CH:17][CH:16]=[CH:15][CH:14]=1.[NH2:32][C:33]1[C:38]([C:39]2[CH:44]=[CH:43][C:42]([OH:45])=[CH:41][CH:40]=2)=[CH:37][CH:36]=[CH:35][N:34]=1.C1(O)CCCCC1, predict the reaction product. The product is: [CH:13]1([O:45][C:42]2[CH:43]=[CH:44][C:39]([C:38]3[C:33]([NH2:32])=[N:34][CH:35]=[CH:36][CH:37]=3)=[CH:40][CH:41]=2)[CH2:18][CH2:17][CH2:16][CH2:15][CH2:14]1. (2) Given the reactants CO[N:3]=[C:4]1[CH2:9][C:8]([CH3:11])([CH3:10])[O:7][CH:6]([C:12]2[CH:21]=[CH:20][C:15]([C:16]([O:18][CH3:19])=[O:17])=[CH:14][CH:13]=2)[CH2:5]1.[H][H], predict the reaction product. The product is: [NH2:3][C@@H:4]1[CH2:9][C:8]([CH3:11])([CH3:10])[O:7][C@@H:6]([C:12]2[CH:21]=[CH:20][C:15]([C:16]([O:18][CH3:19])=[O:17])=[CH:14][CH:13]=2)[CH2:5]1.